This data is from Full USPTO retrosynthesis dataset with 1.9M reactions from patents (1976-2016). The task is: Predict the reactants needed to synthesize the given product. (1) Given the product [SH:24][C:2]1[N:9]=[C:8]([CH3:10])[CH:7]=[CH:6][C:3]=1[C:4]#[N:5].[SH:24][C:12]1[N:19]=[C:18]([CH3:20])[CH:17]=[C:16]([CH3:21])[C:13]=1[C:14]#[N:15], predict the reactants needed to synthesize it. The reactants are: Cl[C:2]1[N:9]=[C:8]([CH3:10])[CH:7]=[CH:6][C:3]=1[C:4]#[N:5].Cl[C:12]1[N:19]=[C:18]([CH3:20])[CH:17]=[C:16]([CH3:21])[C:13]=1[C:14]#[N:15].NC(N)=[S:24]. (2) Given the product [CH3:42][C:41]1[CH:40]=[CH:39][C:19]([C:20]([NH:22][C:23]2[CH:28]=[CH:27][C:26]([N:29]3[CH:33]=[CH:32][N:31]=[C:30]3[CH3:34])=[C:25]([C:35]([F:38])([F:37])[F:36])[CH:24]=2)=[O:21])=[CH:18][C:17]=1[NH:16][C:2]1[N:3]([C:7]2[C:8]3[CH:15]=[CH:14][NH:13][C:9]=3[N:10]=[CH:11][N:12]=2)[CH:4]=[CH:5][N:6]=1, predict the reactants needed to synthesize it. The reactants are: Cl[C:2]1[N:3]([C:7]2[C:8]3[CH:15]=[CH:14][NH:13][C:9]=3[N:10]=[CH:11][N:12]=2)[CH:4]=[CH:5][N:6]=1.[NH2:16][C:17]1[CH:18]=[C:19]([CH:39]=[CH:40][C:41]=1[CH3:42])[C:20]([NH:22][C:23]1[CH:28]=[CH:27][C:26]([N:29]2[CH:33]=[CH:32][N:31]=[C:30]2[CH3:34])=[C:25]([C:35]([F:38])([F:37])[F:36])[CH:24]=1)=[O:21].CS(O)(=O)=O. (3) Given the product [Cl:26][C:27]1[C:36]2[C:31](=[CH:32][C:33]([S:38]([N:8]([CH2:7][C:6]3[CH:5]=[CH:4][C:3]([O:2][CH3:1])=[CH:15][CH:14]=3)[C:9]3[S:10][CH:11]=[CH:12][N:13]=3)(=[O:39])=[O:40])=[C:34]([CH3:37])[CH:35]=2)[N:30]=[CH:29][CH:28]=1, predict the reactants needed to synthesize it. The reactants are: [CH3:1][O:2][C:3]1[CH:15]=[CH:14][C:6]([CH2:7][NH:8][C:9]2[S:10][CH:11]=[CH:12][N:13]=2)=[CH:5][CH:4]=1.C[Si]([N-][Si](C)(C)C)(C)C.[Li+].[Cl:26][C:27]1[C:36]2[C:31](=[CH:32][C:33]([S:38](Cl)(=[O:40])=[O:39])=[C:34]([CH3:37])[CH:35]=2)[N:30]=[CH:29][CH:28]=1.[NH4+].[Cl-]. (4) Given the product [F:2][C:3]1[CH:8]=[CH:7][C:6]([NH:9][CH:10]([C:14]2[CH:15]=[CH:16][CH:17]=[CH:18][CH:19]=2)[C:11]([O:13][C@@H:22]2[CH:23]3[CH2:26][CH2:27][N:20]([CH2:25][CH2:24]3)[CH2:21]2)=[O:12])=[CH:5][CH:4]=1, predict the reactants needed to synthesize it. The reactants are: Cl.[F:2][C:3]1[CH:8]=[CH:7][C:6]([NH:9][CH:10]([C:14]2[CH:19]=[CH:18][CH:17]=[CH:16][CH:15]=2)[C:11]([OH:13])=[O:12])=[CH:5][CH:4]=1.[N:20]12[CH2:27][CH2:26][CH:23]([CH2:24][CH2:25]1)[C@@H:22](O)[CH2:21]2.C1C=CC2N(O)N=NC=2C=1.C1CCC(N=C=NC2CCCCC2)CC1. (5) Given the product [CH2:1]([O:4][C:5](=[O:25])[N:6]([C:21]([CH3:24])([CH3:23])[CH3:22])[CH2:7][C:8]1[CH:13]=[CH:12][CH:11]=[C:10]([C:14]2[CH:19]=[CH:18][N:17]=[C:16]([NH:26][CH2:27][CH2:28][C:29]3[CH:34]=[CH:33][C:32]([OH:35])=[CH:31][CH:30]=3)[N:15]=2)[CH:9]=1)[CH:2]=[CH2:3], predict the reactants needed to synthesize it. The reactants are: [CH2:1]([O:4][C:5](=[O:25])[N:6]([C:21]([CH3:24])([CH3:23])[CH3:22])[CH2:7][C:8]1[CH:13]=[CH:12][CH:11]=[C:10]([C:14]2[CH:19]=[CH:18][N:17]=[C:16](Cl)[N:15]=2)[CH:9]=1)[CH:2]=[CH2:3].[NH2:26][CH2:27][CH2:28][C:29]1[CH:34]=[CH:33][C:32]([OH:35])=[CH:31][CH:30]=1. (6) Given the product [Br:12][C:13]1[CH:22]=[CH:21][C:16]([C:17]2[N:3]3[CH:4]=[CH:5][C:6]4[C:11]([C:2]3=[N:20][N:19]=2)=[CH:10][CH:9]=[CH:8][CH:7]=4)=[CH:15][CH:14]=1, predict the reactants needed to synthesize it. The reactants are: Cl[C:2]1[C:11]2[C:6](=[CH:7][CH:8]=[CH:9][CH:10]=2)[CH:5]=[CH:4][N:3]=1.[Br:12][C:13]1[CH:22]=[CH:21][C:16]([C:17]([NH:19][NH2:20])=O)=[CH:15][CH:14]=1.